Dataset: CYP2C19 inhibition data for predicting drug metabolism from PubChem BioAssay. Task: Regression/Classification. Given a drug SMILES string, predict its absorption, distribution, metabolism, or excretion properties. Task type varies by dataset: regression for continuous measurements (e.g., permeability, clearance, half-life) or binary classification for categorical outcomes (e.g., BBB penetration, CYP inhibition). Dataset: cyp2c19_veith. (1) The drug is NNC(=O)CNc1cccc(Br)c1. The result is 0 (non-inhibitor). (2) The molecule is O=C1CC2(CCCC2)CC(=O)N1CCNC[C@H]1COc2ccccc2O1. The result is 0 (non-inhibitor). (3) The drug is O=C(c1ccco1)N1CCC2(CCN(Cc3ccccc3)CC2)CC1. The result is 0 (non-inhibitor). (4) The molecule is CC1(C)Cc2c(sc3nc(SCC(=O)NCc4ccccc4)n(-c4ccccc4)c(=O)c23)CS1. The result is 1 (inhibitor). (5) The compound is O=C(NNC(=S)NCc1ccco1)c1ccc(Cl)s1. The result is 1 (inhibitor). (6) The drug is C/C(=N\Nc1nc(-c2ccc(C)cc2)nc2ccccc12)c1ccc([N+](=O)[O-])cc1. The result is 1 (inhibitor). (7) The molecule is O=C(Nc1cccn(Cc2c(Cl)cccc2Cl)c1=O)c1ccccc1. The result is 1 (inhibitor). (8) The molecule is O=[N+]([O-])c1ccc(S(=O)(=O)Cc2ccccc2)c2nonc12. The result is 1 (inhibitor). (9) The drug is O=C(OCCNC(=O)c1ccc2ccccc2n1)c1ccc(F)cc1. The result is 1 (inhibitor). (10) The compound is Cc1cccc(N(CC(=O)NC2CCCC2)C(=O)c2cc3cc4cccc(C)c4nc3s2)c1C. The result is 1 (inhibitor).